This data is from Forward reaction prediction with 1.9M reactions from USPTO patents (1976-2016). The task is: Predict the product of the given reaction. (1) Given the reactants C[C:2]([OH:5])([CH3:4])[CH3:3].[Cl:6][C:7]1[C:12]([F:13])=[CH:11][CH:10]=[C:9]([Cl:14])[C:8]=1[CH:15]([O:17][C:18]1[C:19]([NH2:26])=[N:20][CH:21]=C(C=C)[CH:23]=1)[CH3:16].[OH2:27], predict the reaction product. The product is: [NH2:26][C:19]1[N:20]=[CH:21][C:3]([C@H:2]([OH:5])[CH2:4][OH:27])=[CH:23][C:18]=1[O:17][CH:15]([C:8]1[C:9]([Cl:14])=[CH:10][CH:11]=[C:12]([F:13])[C:7]=1[Cl:6])[CH3:16]. (2) Given the reactants [CH3:1][CH:2](O)C=C.[C:6]([O:9][C:10](=O)[CH3:11])(=[O:8])[CH3:7].N1C=CC=C[CH:14]=1, predict the reaction product. The product is: [CH3:14][CH:11]([CH:1]=[CH2:2])[CH2:10][O:9][C:6](=[O:8])[CH3:7]. (3) Given the reactants [CH2:1]([O:3][C:4]([C:6]1[N:7]=[CH:8][C:9]2[C:14]([C:15]=1[OH:16])=[CH:13][CH:12]=[C:11](Br)[CH:10]=2)=[O:5])[CH3:2].[F:18][C:19]1[CH:27]=[CH:26][C:22]([C:23]([NH2:25])=[O:24])=[CH:21][CH:20]=1, predict the reaction product. The product is: [CH2:1]([O:3][C:4]([C:6]1[N:7]=[CH:8][C:9]2[C:14]([C:15]=1[OH:16])=[CH:13][CH:12]=[C:11]([NH:25][C:23](=[O:24])[C:22]1[CH:26]=[CH:27][C:19]([F:18])=[CH:20][CH:21]=1)[CH:10]=2)=[O:5])[CH3:2]. (4) Given the reactants C([O:5][C:6](=[O:26])[C:7]1[CH:12]=[C:11]([CH3:13])[C:10]([O:14][CH2:15][CH:16]([OH:23])[CH2:17][NH:18][C:19](=[O:22])[CH2:20][OH:21])=[C:9]([CH2:24][CH3:25])[CH:8]=1)(C)(C)C, predict the reaction product. The product is: [CH2:24]([C:9]1[CH:8]=[C:7]([CH:12]=[C:11]([CH3:13])[C:10]=1[O:14][CH2:15][C@@H:16]([OH:23])[CH2:17][NH:18][C:19](=[O:22])[CH2:20][OH:21])[C:6]([OH:26])=[O:5])[CH3:25]. (5) Given the reactants C[O:2][C:3]1[CH:4]=[C:5]2[C:9](=[CH:10][CH:11]=1)[N:8]([CH2:12][C:13]1[CH:18]=[CH:17][CH:16]=[CH:15][CH:14]=1)[CH2:7][CH2:6]2.Br.C(O)(=O)C, predict the reaction product. The product is: [CH2:12]([N:8]1[C:9]2[C:5](=[CH:4][C:3]([OH:2])=[CH:11][CH:10]=2)[CH2:6][CH2:7]1)[C:13]1[CH:14]=[CH:15][CH:16]=[CH:17][CH:18]=1. (6) The product is: [ClH:1].[N:2]1[CH:7]=[CH:6][CH:5]=[CH:4][C:3]=1[C:8]#[C:9][CH2:10][CH2:11][N:12]1[N:16]=[C:15]2[CH:17]=[CH:18][CH:19]=[CH:20][C:14]2=[N:13]1. Given the reactants [ClH:1].[N:2]1[CH:7]=[CH:6][CH:5]=[CH:4][C:3]=1[C:8]#[C:9][CH2:10][CH2:11][N:12]1[N:16]=[C:15]2[CH:17]=[CH:18][CH:19]=[CH:20][C:14]2=[N:13]1, predict the reaction product.